From a dataset of Experimentally validated miRNA-target interactions with 360,000+ pairs, plus equal number of negative samples. Binary Classification. Given a miRNA mature sequence and a target amino acid sequence, predict their likelihood of interaction. The miRNA is hsa-miR-5579-3p with sequence UUAGCUUAAGGAGUACCAGAUC. The protein sequence of the target gene is MSGGFELQPRDGGPRVALAPGETVIGRGPLLGITDKRVSRRHAILEVAGGQLRIKPIHTNPCFYQSSEKSQLLPLKPNLWCYLNPGDSFSLLVDKYIFRILSIPSEVEMQCTLRNSQVLDEDNILNETPKSPVINLPHETTGASQLEGSTEIAKTQMTPTNSVSFLGENRDCNKQQPILAERKRILPTWMLAEHLSDQNLSVPAISGGNVIQGSGKEEICKDKSQLNTTQQGRRQLISSGSSENTSAEQDTGEECKNTDQEESTISSKEMPQSFSAITLSNTEMNNIKTNAQRNKLPIEE.... Result: 0 (no interaction).